From a dataset of Forward reaction prediction with 1.9M reactions from USPTO patents (1976-2016). Predict the product of the given reaction. (1) Given the reactants [Cl:1][C:2]1[CH:3]=[C:4]([S:9]([N:12]2[C:20]3[C:15](=[CH:16][CH:17]=[CH:18][CH:19]=3)[CH2:14][CH:13]2[C:21]([O:23]C)=[O:22])(=[O:11])=[O:10])[CH:5]=[CH:6][C:7]=1[Cl:8].CO.O1CCOCC1.[OH-].[Na+], predict the reaction product. The product is: [Cl:1][C:2]1[CH:3]=[C:4]([S:9]([N:12]2[C:20]3[C:15](=[CH:16][CH:17]=[CH:18][CH:19]=3)[CH2:14][CH:13]2[C:21]([OH:23])=[O:22])(=[O:10])=[O:11])[CH:5]=[CH:6][C:7]=1[Cl:8]. (2) The product is: [CH3:11][O:12][C:13]1[CH:18]=[CH:17][CH:16]=[CH:15][C:14]=1[N:19]1[CH2:24][CH2:23][N:22]([CH2:2][CH2:3][CH2:4][C:5]([O:7][CH2:8][CH3:9])=[O:6])[CH2:21][CH2:20]1. Given the reactants Br[CH2:2][CH2:3][CH2:4][C:5]([O:7][CH2:8][CH3:9])=[O:6].Cl.[CH3:11][O:12][C:13]1[CH:18]=[CH:17][CH:16]=[CH:15][C:14]=1[N:19]1[CH2:24][CH2:23][NH:22][CH2:21][CH2:20]1, predict the reaction product. (3) Given the reactants [Cl:1][C:2]1[C:3]([OH:14])=[CH:4][C:5]([O:12][CH3:13])=[C:6]([CH:11]=1)[C:7](OC)=[O:8].[H-].[H-].[H-].[H-].[Li+].[Al+3], predict the reaction product. The product is: [Cl:1][C:2]1[CH:11]=[C:6]([CH2:7][OH:8])[C:5]([O:12][CH3:13])=[CH:4][C:3]=1[OH:14]. (4) The product is: [CH3:25][C:26]([CH3:31])=[CH:27][C:28]([NH:2][C@H:3]([C:14]([O:16][CH3:17])=[O:15])[CH2:4][C:5]1[C:13]2[C:8](=[CH:9][CH:10]=[CH:11][CH:12]=2)[NH:7][CH:6]=1)=[O:29]. Given the reactants Cl.[NH2:2][C@H:3]([C:14]([O:16][CH3:17])=[O:15])[CH2:4][C:5]1[C:13]2[C:8](=[CH:9][CH:10]=[CH:11][CH:12]=2)[NH:7][CH:6]=1.C(N(CC)CC)C.[CH3:25][C:26]([CH3:31])=[CH:27][C:28](O)=[O:29].CCN=C=NCCCN(C)C.Cl, predict the reaction product. (5) Given the reactants [NH2:1][C:2]1[CH:7]=[CH:6][C:5]([NH:8][CH:9]2[CH2:14][CH2:13][N:12]([CH:15](O)[CH3:16])[CH2:11][CH2:10]2)=[CH:4][CH:3]=1.Cl[C:19]1[N:28]=[CH:27][C:26]2[C:21](=[C:22]([C:29]3[CH:30]=[C:31]([NH:35][C:36](=[O:39])[CH:37]=[CH2:38])[CH:32]=[CH:33][CH:34]=3)[CH:23]=[CH:24][CH:25]=2)[N:20]=1.C(O)(C(F)(F)F)=[O:41], predict the reaction product. The product is: [OH:41][CH2:16][CH2:15][N:12]1[CH2:13][CH2:14][CH:9]([NH:8][C:5]2[CH:6]=[CH:7][C:2]([NH:1][C:19]3[N:28]=[CH:27][C:26]4[C:21](=[C:22]([C:29]5[CH:30]=[C:31]([NH:35][C:36](=[O:39])[CH:37]=[CH2:38])[CH:32]=[CH:33][CH:34]=5)[CH:23]=[CH:24][CH:25]=4)[N:20]=3)=[CH:3][CH:4]=2)[CH2:10][CH2:11]1. (6) Given the reactants C([O-])([O-])=O.[Na+].[Na+].[O:7]=[C:8]([N:20]1[CH2:25][CH2:24][N:23]([C:26](=[O:37])[C:27]2[CH:32]=[CH:31][CH:30]=[CH:29][C:28]=2[C:33]([F:36])([F:35])[F:34])[CH2:22][CH2:21]1)[CH2:9][NH:10][C:11]([C:13]1[CH:18]=[N:17][C:16](Cl)=[CH:15][N:14]=1)=[O:12].[C:38]1(B(O)O)[CH:43]=[CH:42][CH:41]=[CH:40][CH:39]=1, predict the reaction product. The product is: [O:7]=[C:8]([N:20]1[CH2:25][CH2:24][N:23]([C:26](=[O:37])[C:27]2[CH:32]=[CH:31][CH:30]=[CH:29][C:28]=2[C:33]([F:36])([F:35])[F:34])[CH2:22][CH2:21]1)[CH2:9][NH:10][C:11]([C:13]1[CH:18]=[N:17][C:16]([C:38]2[CH:43]=[CH:42][CH:41]=[CH:40][CH:39]=2)=[CH:15][N:14]=1)=[O:12]. (7) The product is: [CH3:9][NH:10][C:6](=[O:7])[CH2:5][O:4][CH2:1][C:2]#[CH:3]. Given the reactants [CH2:1]([O:4][CH2:5][C:6](Cl)=[O:7])[C:2]#[CH:3].[CH3:9][NH2:10], predict the reaction product. (8) Given the reactants Cl[C:2]1[C:7]([O:8][C:9]2[CH:14]=[CH:13][CH:12]=[CH:11][C:10]=2[O:15][CH3:16])=[C:6]([Cl:17])[N:5]=[C:4]([C:18]2[CH:23]=[CH:22][N:21]=[CH:20][CH:19]=2)[N:3]=1.[K+].[C:25]([C:29]1[CH:34]=[CH:33][C:32]([S:35]([NH-:38])(=[O:37])=[O:36])=[CH:31][CH:30]=1)([CH3:28])([CH3:27])[CH3:26].O.C(OCC)C, predict the reaction product. The product is: [C:25]([C:29]1[CH:34]=[CH:33][C:32]([S:35]([NH:38][C:2]2[C:7]([O:8][C:9]3[CH:14]=[CH:13][CH:12]=[CH:11][C:10]=3[O:15][CH3:16])=[C:6]([Cl:17])[N:5]=[C:4]([C:18]3[CH:23]=[CH:22][N:21]=[CH:20][CH:19]=3)[N:3]=2)(=[O:36])=[O:37])=[CH:31][CH:30]=1)([CH3:28])([CH3:26])[CH3:27]. (9) Given the reactants [NH:1]1[C:9]2[C:4](=[CH:5][CH:6]=[C:7]([NH2:10])[CH:8]=2)[CH:3]=[CH:2]1.CCN(C(C)C)C(C)C.[C:20](=O)([O:29][CH2:30][CH2:31][Si:32]([CH3:35])([CH3:34])[CH3:33])[O:21]N1C(=O)CCC1=O, predict the reaction product. The product is: [NH:1]1[C:9]2[C:4](=[CH:5][CH:6]=[C:7]([NH:10][C:20](=[O:21])[O:29][CH2:30][CH2:31][Si:32]([CH3:35])([CH3:34])[CH3:33])[CH:8]=2)[CH:3]=[CH:2]1. (10) Given the reactants [CH3:1][O:2][C:3]([CH2:5]P(OC)(OC)=O)=[O:4].[H-].[Na+].[OH:14][C:15]1[CH:20]=[CH:19][C:18]([CH:21]2[CH2:26][CH2:25][C:24](=O)[CH2:23][CH2:22]2)=[CH:17][CH:16]=1.P(CC([O-])=O)(O)(O)=O.NC(N)=N, predict the reaction product. The product is: [OH:14][C:15]1[CH:20]=[CH:19][C:18]([CH:21]2[CH2:26][CH2:25][C:24](=[CH:5][C:3]([O:2][CH3:1])=[O:4])[CH2:23][CH2:22]2)=[CH:17][CH:16]=1.